Dataset: Forward reaction prediction with 1.9M reactions from USPTO patents (1976-2016). Task: Predict the product of the given reaction. (1) Given the reactants [Cl:1][C:2]1[CH:8]=[CH:7][C:5]([NH2:6])=[CH:4][CH:3]=1.C[N:10]1[CH2:15][CH2:14][O:13]CC1.Cl.CN(C)CCCN=C=NCC.O.O[N:30]1[C:34]2C=CC=C[C:33]=2[N:32]=N1, predict the reaction product. The product is: [Cl:1][C:2]1[CH:8]=[CH:7][C:5]([NH:6][C:14](=[O:13])[CH2:15][N:10]2[N:32]=[CH:33][CH:34]=[N:30]2)=[CH:4][CH:3]=1. (2) Given the reactants [C:1]([C:4]1[C:22](=[O:23])[C@@:8]2([CH3:24])[C:9]3[C:15]([OH:16])=[CH:14][C:13]([O:17][CH3:18])=[C:12]([C:19]([NH2:21])=[O:20])[C:10]=3[O:11][C:7]2=[CH:6][C:5]=1[OH:25])(=[O:3])[CH3:2].[F:26][C:27]1[C:36]2[C:31](=[CH:32][CH:33]=[CH:34][CH:35]=2)[C:30]([CH:37]=O)=[C:29]([CH3:39])[CH:28]=1.C([SiH](CC)CC)C.FC(F)(F)C(O)=O, predict the reaction product. The product is: [C:1]([C:4]1[C:22](=[O:23])[C@@:8]2([CH3:24])[C:9]3[C:15]([OH:16])=[CH:14][C:13]([O:17][CH3:18])=[C:12]([C:19]([NH:21][CH2:37][C:30]4[C:31]5[C:36](=[CH:35][CH:34]=[CH:33][CH:32]=5)[C:27]([F:26])=[CH:28][C:29]=4[CH3:39])=[O:20])[C:10]=3[O:11][C:7]2=[CH:6][C:5]=1[OH:25])(=[O:3])[CH3:2]. (3) Given the reactants [CH2:1]([N:3]1[CH2:8][CH2:7][CH:6]([CH2:9][C:10]2[N:15]3[N:16]=[C:17]([NH:19][C:20]4[CH:25]=[CH:24][C:23]([C:26]([F:29])([F:28])[F:27])=[CH:22][CH:21]=4)[N:18]=[C:14]3[CH:13]=[CH:12][CH:11]=2)[CH2:5][CH2:4]1)[CH3:2].C(N1CCC(=C)CC1)C1C=CC=CC=1.C(O)(=O)C, predict the reaction product. The product is: [CH2:1]([N:3]1[CH2:4][CH2:5][CH:6]([CH2:9][C:10]2[N:15]3[N:16]=[C:17]([NH:19][C:20]4[CH:21]=[CH:22][C:23]([C:26]([F:28])([F:27])[F:29])=[CH:24][CH:25]=4)[N:18]=[C:14]3[CH:13]=[CH:12][CH:11]=2)[CH2:7][CH2:8]1)[CH3:2].[F:29][C:26]([F:27])([F:28])[C:23]1[CH:24]=[CH:25][C:20]([NH:19][C:17]2[N:18]=[C:14]3[CH:13]=[CH:12][CH:11]=[CH:10][N:15]3[N:16]=2)=[CH:21][CH:22]=1.